This data is from Forward reaction prediction with 1.9M reactions from USPTO patents (1976-2016). The task is: Predict the product of the given reaction. (1) The product is: [CH3:1][O:2][C:3]1[C:8]([CH3:9])=[C:7]([CH3:10])[C:6]([O:11][CH3:12])=[C:5]([CH3:13])[C:4]=1[CH2:14]/[CH:15]=[C:16](\[CH3:22])/[CH2:17][CH2:18][CH2:19][CH:20]=[O:39]. Given the reactants [CH3:1][O:2][C:3]1[C:8]([CH3:9])=[C:7]([CH3:10])[C:6]([O:11][CH3:12])=[C:5]([CH3:13])[C:4]=1[CH2:14]/[CH:15]=[C:16](\[CH3:22])/[CH2:17][CH2:18][CH2:19][C:20]#N.C1(C)C=CC=CC=1.CC(C[AlH]CC(C)C)C.[OH:39]S(O)(=O)=O, predict the reaction product. (2) Given the reactants [N:1]1[CH:2]=[CH:3][N:4]2[CH:9]=[C:8]([C:10]([NH:12][CH2:13][C:14]3[CH:19]=[CH:18][C:17]([S:20](Cl)(=[O:22])=[O:21])=[CH:16][CH:15]=3)=[O:11])[CH:7]=[CH:6][C:5]=12.Cl.[N:25]1([CH:30]2[CH2:35][CH2:34][NH:33][CH2:32][CH2:31]2)[CH2:29][CH2:28][CH2:27][CH2:26]1.C(N(CC)CC)C, predict the reaction product. The product is: [N:25]1([CH:30]2[CH2:35][CH2:34][N:33]([S:20]([C:17]3[CH:18]=[CH:19][C:14]([CH2:13][NH:12][C:10]([C:8]4[CH:7]=[CH:6][C:5]5[N:4]([CH:3]=[CH:2][N:1]=5)[CH:9]=4)=[O:11])=[CH:15][CH:16]=3)(=[O:22])=[O:21])[CH2:32][CH2:31]2)[CH2:29][CH2:28][CH2:27][CH2:26]1. (3) Given the reactants [C:1]([C:6]1[CH:11]=[CH:10][CH:9]=[CH:8][CH:7]=1)(=[O:5])[CH:2]([CH3:4])[CH3:3].S(Cl)([Cl:15])(=O)=O, predict the reaction product. The product is: [Cl:15][C:2]([CH3:4])([CH3:3])[C:1]([C:6]1[CH:11]=[CH:10][CH:9]=[CH:8][CH:7]=1)=[O:5]. (4) Given the reactants FC(F)(F)C(O)=O.[F:8][C:9]1[CH:40]=[CH:39][C:12]([C:13]([N:15]2[CH2:20][CH2:19][C:18]([CH2:22][N:23]3[C:28](=[O:29])[C:27]4[CH:30]=[CH:31][N:32]([CH:33]5[CH2:38][CH2:37][NH:36][CH2:35][CH2:34]5)[C:26]=4[N:25]=[CH:24]3)([OH:21])[CH2:17][CH2:16]2)=[O:14])=[CH:11][CH:10]=1.C(N(CC)CC)C.[CH3:48][NH:49][C:50](Cl)=[O:51], predict the reaction product. The product is: [F:8][C:9]1[CH:40]=[CH:39][C:12]([C:13]([N:15]2[CH2:16][CH2:17][C:18]([CH2:22][N:23]3[C:28](=[O:29])[C:27]4[CH:30]=[CH:31][N:32]([CH:33]5[CH2:38][CH2:37][N:36]([C:50]([NH:49][CH3:48])=[O:51])[CH2:35][CH2:34]5)[C:26]=4[N:25]=[CH:24]3)([OH:21])[CH2:19][CH2:20]2)=[O:14])=[CH:11][CH:10]=1. (5) Given the reactants [CH2:1]([C:3]1[N:13]([C:14]2[CH:19]=[CH:18][C:17]([CH2:20][CH2:21][NH:22][C:23]([NH:25][S:26]([C:29]3[CH:34]=[CH:33][C:32]([CH3:35])=[CH:31][CH:30]=3)(=[O:28])=[O:27])=[O:24])=[CH:16][CH:15]=2)[C:6]2=[N:7][C:8]([CH3:12])=[CH:9][C:10]([CH3:11])=[C:5]2[N:4]=1)[CH3:2].[CH3:36]N, predict the reaction product. The product is: [CH2:1]([C:3]1[N:13]([C:14]2[CH:15]=[CH:16][C:17]([CH2:20][CH2:21][N:22]([CH3:36])[C:23]([NH:25][S:26]([C:29]3[CH:34]=[CH:33][C:32]([CH3:35])=[CH:31][CH:30]=3)(=[O:28])=[O:27])=[O:24])=[CH:18][CH:19]=2)[C:6]2=[N:7][C:8]([CH3:12])=[CH:9][C:10]([CH3:11])=[C:5]2[N:4]=1)[CH3:2].